From a dataset of NCI-60 drug combinations with 297,098 pairs across 59 cell lines. Regression. Given two drug SMILES strings and cell line genomic features, predict the synergy score measuring deviation from expected non-interaction effect. (1) Drug 1: C1=NNC2=C1C(=O)NC=N2. Drug 2: C1CC(=O)NC(=O)C1N2C(=O)C3=CC=CC=C3C2=O. Cell line: IGROV1. Synergy scores: CSS=-1.46, Synergy_ZIP=1.41, Synergy_Bliss=0.0553, Synergy_Loewe=-0.926, Synergy_HSA=-3.13. (2) Drug 1: CNC(=O)C1=CC=CC=C1SC2=CC3=C(C=C2)C(=NN3)C=CC4=CC=CC=N4. Drug 2: CC1CCCC2(C(O2)CC(NC(=O)CC(C(C(=O)C(C1O)C)(C)C)O)C(=CC3=CSC(=N3)C)C)C. Cell line: NCI-H322M. Synergy scores: CSS=4.08, Synergy_ZIP=1.71, Synergy_Bliss=3.57, Synergy_Loewe=1.54, Synergy_HSA=2.27. (3) Drug 2: CC1=C(C(=O)C2=C(C1=O)N3CC4C(C3(C2COC(=O)N)OC)N4)N. Synergy scores: CSS=24.1, Synergy_ZIP=1.04, Synergy_Bliss=-3.64, Synergy_Loewe=-33.7, Synergy_HSA=-8.81. Drug 1: CC1=C(C=C(C=C1)C(=O)NC2=CC(=CC(=C2)C(F)(F)F)N3C=C(N=C3)C)NC4=NC=CC(=N4)C5=CN=CC=C5. Cell line: HCT116. (4) Drug 1: C1CCC(C1)C(CC#N)N2C=C(C=N2)C3=C4C=CNC4=NC=N3. Drug 2: CCN(CC)CCNC(=O)C1=C(NC(=C1C)C=C2C3=C(C=CC(=C3)F)NC2=O)C. Cell line: A498. Synergy scores: CSS=-0.576, Synergy_ZIP=0.0148, Synergy_Bliss=0.313, Synergy_Loewe=-2.00, Synergy_HSA=-1.28. (5) Drug 1: C1=CC(=CC=C1CCC2=CNC3=C2C(=O)NC(=N3)N)C(=O)NC(CCC(=O)O)C(=O)O. Drug 2: C1=NC2=C(N=C(N=C2N1C3C(C(C(O3)CO)O)O)F)N. Cell line: HS 578T. Synergy scores: CSS=5.25, Synergy_ZIP=3.44, Synergy_Bliss=0.449, Synergy_Loewe=-6.96, Synergy_HSA=1.38. (6) Drug 1: C1=CC(=CC=C1CC(C(=O)O)N)N(CCCl)CCCl.Cl. Drug 2: C1=NC2=C(N1)C(=S)N=C(N2)N. Cell line: UO-31. Synergy scores: CSS=23.7, Synergy_ZIP=-6.10, Synergy_Bliss=-8.12, Synergy_Loewe=-5.35, Synergy_HSA=-4.11. (7) Drug 1: CC=C1C(=O)NC(C(=O)OC2CC(=O)NC(C(=O)NC(CSSCCC=C2)C(=O)N1)C(C)C)C(C)C. Drug 2: C1=CC=C(C=C1)NC(=O)CCCCCCC(=O)NO. Cell line: 786-0. Synergy scores: CSS=20.4, Synergy_ZIP=-1.30, Synergy_Bliss=-0.720, Synergy_Loewe=-16.6, Synergy_HSA=-0.752.